From a dataset of Reaction yield outcomes from USPTO patents with 853,638 reactions. Predict the reaction yield, written as a fraction of the theoretical maximum amount of product (1.0 means a 100% yield; for example, 0.34 means a 34% yield). (1) The reactants are Cl[CH2:2][C:3]1[CH:4]=[C:5]([CH:11]=[CH:12][CH:13]=1)[C:6]([N:8]([CH3:10])[CH3:9])=[O:7].[S:14]([O-:17])([O-:16])=[O:15].[Na+].[Na+]. The catalyst is O. The product is [CH3:9][N:8]([CH3:10])[C:6]([C:5]1[CH:4]=[C:3]([CH2:2][S:14]([OH:17])(=[O:16])=[O:15])[CH:13]=[CH:12][CH:11]=1)=[O:7]. The yield is 0.735. (2) The reactants are C(O[C:4](=[NH:14])[C:5]1[CH:10]=[C:9]([Cl:11])[CH:8]=[CH:7][C:6]=1[O:12][CH3:13])C.N. The catalyst is CO. The product is [Cl:11][C:9]1[CH:8]=[CH:7][C:6]([O:12][CH3:13])=[C:5]([CH:10]=1)[CH:4]=[NH:14]. The yield is 0.990. (3) The reactants are N[C:2]1[C:10]([Cl:11])=[CH:9][C:5]([C:6]([OH:8])=[O:7])=[C:4]([O:12][CH3:13])[CH:3]=1.S(=O)(=O)(O)O.N([O-])=O.[Na+].[I:23]I. The catalyst is O. The product is [Cl:11][C:10]1[C:2]([I:23])=[CH:3][C:4]([O:12][CH3:13])=[C:5]([CH:9]=1)[C:6]([OH:8])=[O:7]. The yield is 0.190. (4) The reactants are [NH2:1][C:2]1[C:7]([C:8]2[N:17]([C:18]3[CH:23]=[CH:22][C:21]([C:24]4([NH:28][C:29](=[O:35])[O:30][C:31]([CH3:34])([CH3:33])[CH3:32])[CH2:27][CH2:26][CH2:25]4)=[CH:20][CH:19]=3)[C:11]3=[N:12][C:13](Cl)=[CH:14][CH:15]=[C:10]3[N:9]=2)=[CH:6][CH:5]=[CH:4][N:3]=1.[C:36]([O:39][C:40]([CH3:60])([CH3:59])[C:41](=[O:58])[NH:42][C:43]1[CH:48]=[CH:47][CH:46]=[C:45](B2OC(C)(C)C(C)(C)O2)[CH:44]=1)(=[O:38])[CH3:37].P([O-])([O-])([O-])=O.[K+].[K+].[K+]. The catalyst is O1CCOCC1.O. The product is [C:36]([O:39][C:40]([CH3:60])([CH3:59])[C:41]([NH:42][C:43]1[CH:48]=[CH:47][CH:46]=[C:45]([C:13]2[N:12]=[C:11]3[N:17]([C:18]4[CH:23]=[CH:22][C:21]([C:24]5([NH:28][C:29]([O:30][C:31]([CH3:33])([CH3:34])[CH3:32])=[O:35])[CH2:27][CH2:26][CH2:25]5)=[CH:20][CH:19]=4)[C:8]([C:7]4[C:2]([NH2:1])=[N:3][CH:4]=[CH:5][CH:6]=4)=[N:9][C:10]3=[CH:15][CH:14]=2)[CH:44]=1)=[O:58])(=[O:38])[CH3:37]. The yield is 0.640. (5) The reactants are [CH3:1][C:2]1[N:7]=[C:6]2[S:8][C:9]3[CH2:14][CH2:13][CH2:12][CH2:11][C:10]=3[C:5]2=[C:4]([C:15]2[CH:20]=[CH:19][C:18]([CH3:21])=[CH:17][CH:16]=2)[C:3]=1[CH:22]([CH2:27][CH2:28][CH3:29])[C:23]([O:25]C)=[O:24].[OH-].[Na+]. The catalyst is CO.C(O)C. The product is [CH3:1][C:2]1[N:7]=[C:6]2[S:8][C:9]3[CH2:14][CH2:13][CH2:12][CH2:11][C:10]=3[C:5]2=[C:4]([C:15]2[CH:16]=[CH:17][C:18]([CH3:21])=[CH:19][CH:20]=2)[C:3]=1[CH:22]([CH2:27][CH2:28][CH3:29])[C:23]([OH:25])=[O:24]. The yield is 0.560. (6) The reactants are Cl[C:2]1[N:3]=[N:4][C:5]([C:8]([F:11])([F:10])[F:9])=[CH:6][CH:7]=1.[NH2:12][CH:13]1[CH2:18][CH2:17][N:16]([C:19]([O:21][C:22]([CH3:25])([CH3:24])[CH3:23])=[O:20])[CH2:15][CH2:14]1.[I-].[K+]. The catalyst is O. The yield is 0.850. The product is [F:9][C:8]([F:11])([F:10])[C:5]1[N:4]=[N:3][C:2]([NH:12][CH:13]2[CH2:14][CH2:15][N:16]([C:19]([O:21][C:22]([CH3:25])([CH3:24])[CH3:23])=[O:20])[CH2:17][CH2:18]2)=[CH:7][CH:6]=1. (7) The reactants are [CH:1](=O)[C:2]1[CH:7]=[CH:6][CH:5]=[CH:4][CH:3]=1.S([O-])([O-])(=O)=O.[Mg+2].[NH2:15][C:16]1[CH:24]=[C:23]([F:25])[CH:22]=[C:21]2[C:17]=1[CH2:18][O:19][C:20]2=[O:26]. The catalyst is C(#N)C. The product is [CH:1](=[N:15]/[C:16]1[CH:24]=[C:23]([F:25])[CH:22]=[C:21]2[C:17]=1[CH2:18][O:19][C:20]2=[O:26])\[C:2]1[CH:7]=[CH:6][CH:5]=[CH:4][CH:3]=1. The yield is 0.660.